Dataset: Forward reaction prediction with 1.9M reactions from USPTO patents (1976-2016). Task: Predict the product of the given reaction. (1) Given the reactants CC1C=CC(S(O[CH2:12][CH:13]2[CH2:17][C:16]3[CH:18]=[CH:19][C:20]([Cl:29])=[C:21]([C:22]4[CH:27]=[CH:26][CH:25]=[CH:24][C:23]=4[CH3:28])[C:15]=3[O:14]2)(=O)=O)=CC=1.[N-:30]=[N+:31]=[N-:32].[Na+].N(CC1CC2C=C(Cl)C=C(C3C=CSC=3)C=2O1)=[N+]=[N-], predict the reaction product. The product is: [N:30]([CH2:12][CH:13]1[CH2:17][C:16]2[CH:18]=[CH:19][C:20]([Cl:29])=[C:21]([C:22]3[CH:27]=[CH:26][CH:25]=[CH:24][C:23]=3[CH3:28])[C:15]=2[O:14]1)=[N+:31]=[N-:32]. (2) Given the reactants [C:1]1([C:7]([C:32]2[CH:37]=[CH:36][CH:35]=[CH:34][CH:33]=2)([C:26]2[CH:31]=[CH:30][CH:29]=[CH:28][CH:27]=2)[N:8]2[C:12]([C:13]3[CH:18]=[CH:17][CH:16]=[CH:15][C:14]=3[C:19]3[CH:24]=[CH:23][C:22]([CH3:25])=[CH:21][CH:20]=3)=[N:11][N:10]=[N:9]2)[CH:6]=[CH:5][CH:4]=[CH:3][CH:2]=1.C1C(=O)N([Br:45])C(=O)C1.C(OOC(=O)C1C=CC=CC=1)(=O)C1C=CC=CC=1, predict the reaction product. The product is: [Br:45][CH2:25][C:22]1[CH:23]=[CH:24][C:19]([C:14]2[CH:15]=[CH:16][CH:17]=[CH:18][C:13]=2[C:12]2[N:8]([C:7]([C:1]3[CH:6]=[CH:5][CH:4]=[CH:3][CH:2]=3)([C:26]3[CH:27]=[CH:28][CH:29]=[CH:30][CH:31]=3)[C:32]3[CH:37]=[CH:36][CH:35]=[CH:34][CH:33]=3)[N:9]=[N:10][N:11]=2)=[CH:20][CH:21]=1. (3) Given the reactants C(N(CC)CC)C.[CH3:8][S:9][C:10]1[N:11]=[CH:12][C:13]2[CH:19]=[C:18]([C:20]([OH:22])=O)[C:17](=[O:23])[NH:16][C:14]=2[N:15]=1.CN(C(ON1N=NC2C=CC=NC1=2)=[N+](C)C)C.F[P-](F)(F)(F)(F)F.[NH2:48][C:49]1[CH:50]=[C:51]([CH:56]=[CH:57][C:58]=1[Cl:59])[C:52]([O:54][CH3:55])=[O:53], predict the reaction product. The product is: [CH3:55][O:54][C:52](=[O:53])[C:51]1[CH:56]=[CH:57][C:58]([Cl:59])=[C:49]([NH:48][C:20]([C:18]2[C:17](=[O:23])[NH:16][C:14]3[N:15]=[C:10]([S:9][CH3:8])[N:11]=[CH:12][C:13]=3[CH:19]=2)=[O:22])[CH:50]=1. (4) Given the reactants [Cl:1][C:2]1[CH:3]=[C:4]([CH:26]=[CH:27][C:28]=1[F:29])[NH:5][C:6]1[C:15]2[C:10](=[CH:11][C:12]([O:24][CH3:25])=[CH:13][C:14]=2[O:16][CH2:17][C@H:18]2[NH:22][CH2:21][C@@H:20]([OH:23])[CH2:19]2)[N:9]=[CH:8][N:7]=1.[CH3:30][N:31]([CH3:36])[CH2:32][C:33](O)=[O:34], predict the reaction product. The product is: [Cl:1][C:2]1[CH:3]=[C:4]([CH:26]=[CH:27][C:28]=1[F:29])[NH:5][C:6]1[C:15]2[C:10](=[CH:11][C:12]([O:24][CH3:25])=[CH:13][C:14]=2[O:16][CH2:17][C@H:18]2[N:22]([C:33](=[O:34])[CH2:32][N:31]([CH3:36])[CH3:30])[CH2:21][C@@H:20]([OH:23])[CH2:19]2)[N:9]=[CH:8][N:7]=1. (5) Given the reactants [CH3:1][C@H:2]1[CH2:7][NH:6][CH2:5][CH2:4][N:3]1[C:8]([C:10]1[CH:11]=[N:12][C:13]([CH3:16])=[CH:14][CH:15]=1)=[O:9].[Br:17][C:18]1[CH:23]=[C:22]([C:24]([F:27])([F:26])[F:25])[CH:21]=[CH:20][C:19]=1[S:28](Cl)(=[O:30])=[O:29].CCN(C(C)C)C(C)C, predict the reaction product. The product is: [Br:17][C:18]1[CH:23]=[C:22]([C:24]([F:26])([F:25])[F:27])[CH:21]=[CH:20][C:19]=1[S:28]([N:6]1[CH2:5][CH2:4][N:3]([C:8]([C:10]2[CH:11]=[N:12][C:13]([CH3:16])=[CH:14][CH:15]=2)=[O:9])[C@@H:2]([CH3:1])[CH2:7]1)(=[O:30])=[O:29].